From a dataset of Forward reaction prediction with 1.9M reactions from USPTO patents (1976-2016). Predict the product of the given reaction. Given the reactants [Cl:1][C:2]1[CH:9]=[C:8](F)[C:5]([CH:6]=O)=[C:4]([F:11])[CH:3]=1.C(=O)(O)O.C(=O)(O)O.[NH2:20][C:21]([NH2:23])=[NH:22].O, predict the reaction product. The product is: [Cl:1][C:2]1[CH:9]=[C:8]2[C:5]([CH:6]=[N:20][C:21]([NH2:23])=[N:22]2)=[C:4]([F:11])[CH:3]=1.